This data is from Forward reaction prediction with 1.9M reactions from USPTO patents (1976-2016). The task is: Predict the product of the given reaction. (1) Given the reactants Br[C:2]1[N:3]=[C:4]([NH:23][CH2:24][CH2:25][CH2:26][OH:27])[C:5]2[N:6]([C:8]([C:11]3[CH:22]=[CH:21][C:14]([C:15]([NH:17][CH:18]4[CH2:20][CH2:19]4)=[O:16])=[CH:13][CH:12]=3)=[CH:9][N:10]=2)[CH:7]=1.O1CCCC1, predict the reaction product. The product is: [CH:18]1([NH:17][C:15](=[O:16])[C:14]2[CH:21]=[CH:22][C:11]([C:8]3[N:6]4[CH:7]=[CH:2][N:3]=[C:4]([NH:23][CH2:24][CH2:25][CH2:26][OH:27])[C:5]4=[N:10][CH:9]=3)=[CH:12][CH:13]=2)[CH2:19][CH2:20]1. (2) Given the reactants [C:1]1([CH3:7])[CH:6]=[CH:5][CH:4]=[CH:3][CH:2]=1.[C:8]1(=[O:14])[O:13][C:11](=[O:12])[CH:10]=[CH:9]1, predict the reaction product. The product is: [C:1]1([CH3:7])[CH:6]=[CH:5][CH:4]=[CH:3][CH:2]=1.[C:11]1(=[O:12])[O:13][C:8](=[O:14])[CH:9]=[CH:10]1.